This data is from NCI-60 drug combinations with 297,098 pairs across 59 cell lines. The task is: Regression. Given two drug SMILES strings and cell line genomic features, predict the synergy score measuring deviation from expected non-interaction effect. Drug 1: CC1=C(C(CCC1)(C)C)C=CC(=CC=CC(=CC(=O)O)C)C. Drug 2: C1=CN(C=N1)CC(O)(P(=O)(O)O)P(=O)(O)O. Cell line: CCRF-CEM. Synergy scores: CSS=-7.65, Synergy_ZIP=7.30, Synergy_Bliss=6.40, Synergy_Loewe=-4.95, Synergy_HSA=-6.39.